Dataset: Full USPTO retrosynthesis dataset with 1.9M reactions from patents (1976-2016). Task: Predict the reactants needed to synthesize the given product. (1) Given the product [N:9]([CH2:2][C:3]1[O:4][C:5]([CH3:8])=[N:6][N:7]=1)=[N+:10]=[N-:11], predict the reactants needed to synthesize it. The reactants are: Cl[CH2:2][C:3]1[O:4][C:5]([CH3:8])=[N:6][N:7]=1.[N-:9]=[N+:10]=[N-:11].[Na+]. (2) Given the product [CH:20]1([C:18]2[C:17]3[CH:16]=[CH:29][CH:28]=[CH:27][C:26]=3[N:15]([CH2:30][C:31](=[O:36])[C:32]([CH3:33])([CH3:35])[CH3:34])[C:14](=[O:37])[N:13]([CH2:12][C:11]([NH:10][C:6]3[CH:5]=[C:4]([C:47]4[N:48]=[N:49][N:50]([CH2:52][O:53][C:54](=[O:59])[C:55]([CH3:57])([CH3:56])[CH3:58])[N:51]=4)[CH:9]=[CH:8][CH:7]=3)=[O:38])[N:19]=2)[CH2:24][CH2:23][CH2:22][CH2:21]1, predict the reactants needed to synthesize it. The reactants are: COC(=O)[C:4]1[CH:9]=[CH:8][CH:7]=[C:6]([NH:10][C:11](=[O:38])[CH2:12][N:13]2[N:19]=[C:18]([CH:20]3C[CH2:24][CH2:23][CH2:22][CH2:21]3)[C:17]3[CH:26]=[CH:27][CH:28]=[CH:29][C:16]=3[N:15]([CH2:30][C:31](=[O:36])[C:32]([CH3:35])([CH3:34])[CH3:33])[C:14]2=[O:37])[CH:5]=1.NC1C=C([C:47]2[N:48]=[N:49][N:50]([CH2:52][O:53][C:54](=[O:59])[C:55]([CH3:58])([CH3:57])[CH3:56])[N:51]=2)C=CC=1. (3) The reactants are: O1CCCCC1[O:7][NH:8][C:9](=[O:33])[CH2:10][CH2:11][CH2:12][CH2:13][CH2:14][CH2:15][NH:16][C:17](=[O:32])[C:18]([C:20]1[C:30]2=[C:31]3[C:26](=[CH:27][CH:28]=[CH:29]2)[CH2:25][CH2:24][CH2:23][N:22]3[CH:21]=1)=[O:19].CO.C12(CS(O)(=O)=O)C(C)(C)C(CC1)CC2=O. Given the product [C:20]1([C:18](=[O:19])[C:17]([NH:16][CH2:15][CH2:14][CH2:13][CH2:12][CH2:11][CH2:10][C:9]([NH:8][OH:7])=[O:33])=[O:32])[C:30]2=[C:31]3[C:26](=[CH:27][CH:28]=[CH:29]2)[CH2:25][CH2:24][CH2:23][N:22]3[CH:21]=1, predict the reactants needed to synthesize it. (4) Given the product [Cl:1][CH2:2][CH2:3][CH2:4][N:5]([C@H:7]([C:31]([OH:33])=[O:32])[CH2:8][N:9]([C:14]1[CH:15]=[CH:16][C:17]([O:20][C:21]2[CH:26]=[CH:25][C:24]([C:27]([F:30])([F:28])[F:29])=[CH:23][CH:22]=2)=[CH:18][CH:19]=1)[S:10]([CH3:13])(=[O:11])=[O:12])[CH3:6], predict the reactants needed to synthesize it. The reactants are: [Cl:1][CH2:2][CH2:3][CH2:4][N:5]([C@H:7]([C:31]([O:33]C)=[O:32])[CH2:8][N:9]([C:14]1[CH:19]=[CH:18][C:17]([O:20][C:21]2[CH:26]=[CH:25][C:24]([C:27]([F:30])([F:29])[F:28])=[CH:23][CH:22]=2)=[CH:16][CH:15]=1)[S:10]([CH3:13])(=[O:12])=[O:11])[CH3:6].Cl.CCCCCC. (5) The reactants are: [NH2:1][C:2]1[NH:7][C:6](=[S:8])[C:5]([C:9]#[N:10])=[C:4]([C:11]2[CH:16]=[CH:15][CH:14]=[CH:13][CH:12]=2)[C:3]=1[C:17]#[N:18].[CH3:19][O-].[Na+].CI. Given the product [NH2:1][C:2]1[C:3]([C:17]#[N:18])=[C:4]([C:11]2[CH:16]=[CH:15][CH:14]=[CH:13][CH:12]=2)[C:5]([C:9]#[N:10])=[C:6]([S:8][CH3:19])[N:7]=1, predict the reactants needed to synthesize it.